Dataset: Catalyst prediction with 721,799 reactions and 888 catalyst types from USPTO. Task: Predict which catalyst facilitates the given reaction. (1) Reactant: C([O:3][C:4]([CH:6]1[CH2:11][CH2:10][N:9]([C:12]([C:14]2([CH3:17])[CH2:16][CH2:15]2)=[O:13])[CH2:8][CH2:7]1)=[O:5])C.O[Li].O. Product: [CH3:17][C:14]1([C:12]([N:9]2[CH2:8][CH2:7][CH:6]([C:4]([OH:5])=[O:3])[CH2:11][CH2:10]2)=[O:13])[CH2:15][CH2:16]1. The catalyst class is: 636. (2) Reactant: [CH:1]1([S:4]([C:7]2[CH:22]=[CH:21][C:20]([N+:23]([O-])=O)=[CH:19][C:8]=2[CH2:9][N:10]([CH3:18])[C:11](=[O:17])[O:12][C:13]([CH3:16])([CH3:15])[CH3:14])(=[O:6])=[O:5])[CH2:3][CH2:2]1. Product: [NH2:23][C:20]1[CH:21]=[CH:22][C:7]([S:4]([CH:1]2[CH2:2][CH2:3]2)(=[O:6])=[O:5])=[C:8]([CH:19]=1)[CH2:9][N:10]([CH3:18])[C:11](=[O:17])[O:12][C:13]([CH3:16])([CH3:14])[CH3:15]. The catalyst class is: 515. (3) Reactant: [O:1]=[C:2]1[C:10]2[C:5](=[C:6]([N:11]3[CH2:16][CH2:15][CH2:14][C@@H:13]([C:17](O)=[O:18])[CH2:12]3)[CH:7]=[CH:8][CH:9]=2)[C:4](=[O:20])[N:3]1[CH2:21][C:22]1[CH:27]=[CH:26][N:25]=[CH:24][CH:23]=1.[C:28]12([CH2:38][NH2:39])[CH2:37][CH:32]3[CH2:33][CH:34]([CH2:36][CH:30]([CH2:31]3)[CH2:29]1)[CH2:35]2.F[P-](F)(F)(F)(F)F.N1(O[P+](N(C)C)(N(C)C)N(C)C)C2C=CC=CC=2N=N1. Product: [C:28]12([CH2:38][NH:39][C:17]([C@@H:13]3[CH2:14][CH2:15][CH2:16][N:11]([C:6]4[CH:7]=[CH:8][CH:9]=[C:10]5[C:5]=4[C:4](=[O:20])[N:3]([CH2:21][C:22]4[CH:27]=[CH:26][N:25]=[CH:24][CH:23]=4)[C:2]5=[O:1])[CH2:12]3)=[O:18])[CH2:35][CH:34]3[CH2:33][CH:32]([CH2:31][CH:30]([CH2:36]3)[CH2:29]1)[CH2:37]2. The catalyst class is: 1.